From a dataset of Full USPTO retrosynthesis dataset with 1.9M reactions from patents (1976-2016). Predict the reactants needed to synthesize the given product. Given the product [N+:1]([C:17]1[CH:18]=[CH:19][C:14]([CH2:13][C:20]2[CH:21]=[CH:22][C:23]([C:24]([OH:26])=[O:25])=[CH:27][CH:28]=2)=[CH:15][CH:16]=1)([O-:4])=[O:2], predict the reactants needed to synthesize it. The reactants are: [N+:1]([O-:4])(O)=[O:2].FC(F)(F)S(O)(=O)=O.[CH2:13]([C:20]1[CH:28]=[CH:27][C:23]([C:24]([OH:26])=[O:25])=[CH:22][CH:21]=1)[C:14]1[CH:19]=[CH:18][CH:17]=[CH:16][CH:15]=1.